Dataset: Catalyst prediction with 721,799 reactions and 888 catalyst types from USPTO. Task: Predict which catalyst facilitates the given reaction. (1) Reactant: [Br:1][C:2]1[CH:7]=[CH:6][C:5]([C:8](=[O:10])[CH3:9])=[C:4]([Cl:11])[CH:3]=1.[CH2:12]([O:14]C(OCC)OCC)[CH3:13].CC1C=CC(S(O)(=O)=O)=CC=1.C([O-])(O)=O.[Na+]. Product: [Br:1][C:2]1[CH:7]=[CH:6][C:5]([C:8]2([CH3:9])[O:14][CH2:12][CH2:13][O:10]2)=[C:4]([Cl:11])[CH:3]=1. The catalyst class is: 196. (2) Reactant: [CH3:1][N:2]1[CH2:7][CH2:6][N:5]([C:8]([C:10]2[CH:15]=[CH:14][CH:13]=[C:12]([N+:16]([O-])=O)[CH:11]=2)=[O:9])[CH2:4][CH2:3]1.C(O)C.[H][H]. Product: [NH2:16][C:12]1[CH:11]=[C:10]([C:8]([N:5]2[CH2:6][CH2:7][N:2]([CH3:1])[CH2:3][CH2:4]2)=[O:9])[CH:15]=[CH:14][CH:13]=1. The catalyst class is: 45. (3) Reactant: Br[C:2]1[O:11][CH2:10][C:9]2[CH:8]([N:12]([CH3:14])[CH3:13])[CH2:7][C:6]3=[CH:15][N:16]([Si:18]([CH:25]([CH3:27])[CH3:26])([CH:22]([CH3:24])[CH3:23])[CH:19]([CH3:21])[CH3:20])[CH:17]=[C:4]([C:5]=23)[CH:3]=1.[Li]CCCC.C1C=CC(S(N(S(C2C=CC=CC=2)(=O)=O)[F:43])(=O)=O)=CC=1. Product: [F:43][C:2]1[O:11][CH2:10][C:9]2[CH:8]([N:12]([CH3:14])[CH3:13])[CH2:7][C:6]3=[CH:15][N:16]([Si:18]([CH:25]([CH3:27])[CH3:26])([CH:22]([CH3:24])[CH3:23])[CH:19]([CH3:21])[CH3:20])[CH:17]=[C:4]([C:5]=23)[CH:3]=1. The catalyst class is: 627.